From a dataset of Full USPTO retrosynthesis dataset with 1.9M reactions from patents (1976-2016). Predict the reactants needed to synthesize the given product. (1) The reactants are: Cl[C:2]1[CH:7]=[CH:6][CH:5]=[CH:4][N:3]=1.[NH:8]1[CH2:13][CH2:12][CH:11]([NH:14][C:15](=[O:21])[O:16][C:17]([CH3:20])([CH3:19])[CH3:18])[CH2:10][CH2:9]1.CCOC(C)=O. Given the product [N:3]1[CH:4]=[CH:5][CH:6]=[CH:7][C:2]=1[N:8]1[CH2:9][CH2:10][CH:11]([NH:14][C:15](=[O:21])[O:16][C:17]([CH3:19])([CH3:18])[CH3:20])[CH2:12][CH2:13]1, predict the reactants needed to synthesize it. (2) Given the product [C:16]([C:6]1[CH:7]=[CH:8][C:9]([CH2:10][O:11][C:12]2([CH3:15])[CH2:13][CH2:14]2)=[C:4]([CH:1]([CH3:3])[CH3:2])[CH:5]=1)#[CH:17], predict the reactants needed to synthesize it. The reactants are: [CH:1]([C:4]1[CH:5]=[C:6]([C:16]#[C:17][Si](C)(C)C)[CH:7]=[CH:8][C:9]=1[CH2:10][O:11][C:12]1([CH3:15])[CH2:14][CH2:13]1)([CH3:3])[CH3:2].C(=O)([O-])[O-].[K+].[K+]. (3) Given the product [CH3:1][O:2][C:3]([CH:5]1[CH2:14][C:13]2[C:8](=[CH:9][CH:10]=[C:11]([Br:15])[CH:12]=2)[CH2:7][N:6]1[C:16](=[O:25])[C:17]1[CH:22]=[CH:21][CH:20]=[C:19]([CH3:23])[C:18]=1[O:24][CH2:38][CH2:39][CH3:40])=[O:4], predict the reactants needed to synthesize it. The reactants are: [CH3:1][O:2][C:3]([CH:5]1[CH2:14][C:13]2[C:8](=[CH:9][CH:10]=[C:11]([Br:15])[CH:12]=2)[CH2:7][N:6]1[C:16](=[O:25])[C:17]1[CH:22]=[CH:21][CH:20]=[C:19]([CH3:23])[C:18]=1[OH:24])=[O:4].CN(C=O)C.C([O-])([O-])=O.[K+].[K+].Br[CH2:38][CH2:39][CH3:40]. (4) Given the product [C:1]([C:4]1[CH:5]=[C:6]([C:26]#[N:27])[C:7]([N:17]2[CH2:22][CH2:21][CH:20]([C:23]([NH:38][S:35]([CH2:34][C:28]3[CH:29]=[CH:30][CH:31]=[CH:32][CH:33]=3)(=[O:36])=[O:37])=[O:24])[CH2:19][CH2:18]2)=[N:8][C:9]=1[CH2:10][N:11]1[CH2:15][CH2:14][CH2:13][C:12]1=[O:16])(=[O:3])[CH3:2], predict the reactants needed to synthesize it. The reactants are: [C:1]([C:4]1[CH:5]=[C:6]([C:26]#[N:27])[C:7]([N:17]2[CH2:22][CH2:21][CH:20]([C:23](O)=[O:24])[CH2:19][CH2:18]2)=[N:8][C:9]=1[CH2:10][N:11]1[CH2:15][CH2:14][CH2:13][C:12]1=[O:16])(=[O:3])[CH3:2].[C:28]1([CH2:34][S:35]([NH2:38])(=[O:37])=[O:36])[CH:33]=[CH:32][CH:31]=[CH:30][CH:29]=1.F[P-](F)(F)(F)(F)F.Br[P+](N1CCCC1)(N1CCCC1)N1CCCC1.CCN(C(C)C)C(C)C.OS([O-])(=O)=O.[K+]. (5) Given the product [CH3:10][CH:3]([C:2](=[O:1])[CH2:8][CH3:9])[C:4]([O:6][CH3:7])=[O:5], predict the reactants needed to synthesize it. The reactants are: [O:1]=[C:2]([CH2:8][CH3:9])[CH2:3][C:4]([O:6][CH3:7])=[O:5].[C:10](=O)([O-])[O-].[K+].[K+].IC. (6) Given the product [NH2:22][CH2:21][C:20]1[CH:19]=[CH:18][C:17]([C:14]2[N:15]=[C:16]3[N:8]([CH2:7][CH:1]4[CH2:6][CH2:5][CH2:4][CH2:3][CH2:2]4)[C:9](=[O:32])[NH:10][C:11]3=[N:12][CH:13]=2)=[CH:31][CH:30]=1, predict the reactants needed to synthesize it. The reactants are: [CH:1]1([CH2:7][N:8]2[C:16]3[C:11](=[N:12][CH:13]=[C:14]([C:17]4[CH:31]=[CH:30][C:20]([CH2:21][NH:22]C(=O)OC(C)(C)C)=[CH:19][CH:18]=4)[N:15]=3)[NH:10][C:9]2=[O:32])[CH2:6][CH2:5][CH2:4][CH2:3][CH2:2]1.BrC1N=C2N(CC3CCCCC3)C(=O)NC2=NC=1.C(NCC1C=CC(B(O)O)=CC=1)(OC(C)(C)C)=O.P([O-])([O-])([O-])=O.[K+].[K+].[K+]. (7) Given the product [C:8]([O:12][C:13]([NH:14][CH2:15][CH2:16][N:17]([CH3:18])[CH2:2][C:3]([O:5][CH2:6][CH3:7])=[O:4])=[O:19])([CH3:11])([CH3:10])[CH3:9], predict the reactants needed to synthesize it. The reactants are: Br[CH2:2][C:3]([O:5][CH2:6][CH3:7])=[O:4].[C:8]([O:12][C:13](=[O:19])[NH:14][CH2:15][CH2:16][NH:17][CH3:18])([CH3:11])([CH3:10])[CH3:9].C(N(CC)CC)C. (8) Given the product [CH2:13]([O:20][C:21]([NH:2][C:3]1[CH:11]=[CH:10][C:6]([C:7]([OH:9])=[O:8])=[C:5]([OH:12])[CH:4]=1)=[O:22])[C:14]1[CH:19]=[CH:18][CH:17]=[CH:16][CH:15]=1, predict the reactants needed to synthesize it. The reactants are: [Na].[NH2:2][C:3]1[CH:4]=[C:5]([OH:12])[C:6](=[CH:10][CH:11]=1)[C:7]([O-:9])=[O:8].[CH2:13]([O:20][C:21](Cl)=[O:22])[C:14]1[CH:19]=[CH:18][CH:17]=[CH:16][CH:15]=1.Cl.